The task is: Regression. Given a peptide amino acid sequence and an MHC pseudo amino acid sequence, predict their binding affinity value. This is MHC class I binding data.. This data is from Peptide-MHC class I binding affinity with 185,985 pairs from IEDB/IMGT. (1) The peptide sequence is DHQAAFQYI. The MHC is HLA-A23:01 with pseudo-sequence HLA-A23:01. The binding affinity (normalized) is 0. (2) The peptide sequence is ETPDRLTDQI. The MHC is H-2-Kb with pseudo-sequence H-2-Kb. The binding affinity (normalized) is 0.